This data is from Full USPTO retrosynthesis dataset with 1.9M reactions from patents (1976-2016). The task is: Predict the reactants needed to synthesize the given product. (1) Given the product [Cl:1][C:2]1[CH:3]=[C:4]([C:8](=[O:18])[CH:9]([CH2:43][C:44]2[C:53]3[C:48](=[C:49]([F:54])[CH:50]=[CH:51][CH:52]=3)[NH:47][C:46](=[O:55])[CH:45]=2)[C:10]([C:12]2[S:16][CH:15]=[N:14][C:13]=2[CH3:17])=[O:11])[CH:5]=[CH:6][CH:7]=1, predict the reactants needed to synthesize it. The reactants are: [Cl:1][C:2]1[CH:3]=[C:4]([C:8](=[O:18])[CH2:9][C:10]([C:12]2[S:16][CH:15]=[N:14][C:13]=2[CH3:17])=[O:11])[CH:5]=[CH:6][CH:7]=1.[Li+].CC([N-]C(C)C)C.ClC1C=C(N([CH2:43][C:44]2[C:53]3[C:48](=[C:49]([F:54])[CH:50]=[CH:51][CH:52]=3)[NH:47][C:46](=[O:55])[CH:45]=2)C(C2N=CN(C)C=2)=O)C=CC=1.P([O-])([O-])([O-])=O.CCCC[N+](CCCC)(CCCC)CCCC.[F-]. (2) Given the product [OH:25][CH2:24][C@H:23]([NH:22][S:17]([C:11]1[CH:10]=[CH:9][CH:8]=[CH:13][C:12]=1[N+:14]([O-:16])=[O:15])(=[O:19])=[O:18])[C@@H:26]1[CH2:27][C@@H:28]([CH:32]([CH3:34])[CH3:33])[C:29](=[O:31])[O:30]1, predict the reactants needed to synthesize it. The reactants are: C(N(CC)CC)C.[CH:8]1[CH:13]=[C:12]([N+:14]([O-:16])=[O:15])[C:11]([S:17](Cl)(=[O:19])=[O:18])=[CH:10][CH:9]=1.Cl.[NH2:22][C@H:23]([C@H:26]1[O:30][C:29](=[O:31])[C@H:28]([CH:32]([CH3:34])[CH3:33])[CH2:27]1)[CH2:24][OH:25].O1CCCC1. (3) Given the product [C:1]([O:4][C:5]1[CH:29]=[CH:28][C:8]([C:9]2[N:17]([CH:18]3[CH2:23][CH2:22][CH2:21][CH2:20][CH2:19]3)[C:16]3[S:15][C:14]([C:24]([O:26][CH3:27])=[O:25])=[CH:13][C:12]=3[N:11]=2)=[CH:7][CH:6]=1)(=[O:3])[CH3:2], predict the reactants needed to synthesize it. The reactants are: [C:1]([O:4][C:5]1[CH:29]=[CH:28][C:8]([C:9]([NH:11][C:12]2[CH:13]=[C:14]([C:24]([O:26][CH3:27])=[O:25])[S:15][C:16]=2[NH:17][CH:18]2[CH2:23][CH2:22][CH2:21][CH2:20][CH2:19]2)=S)=[CH:7][CH:6]=1)(=[O:3])[CH3:2].Cl.C(N=C=NCCCN(C)C)C.C(=O)([O-])O.[Na+].C(OCC)(=O)C. (4) Given the product [Cl:1][C:2]1[CH:7]=[CH:6][CH:5]=[C:4]([Cl:8])[C:3]=1[CH2:9][CH2:10][C:11]1[C:15]([CH2:16][O:17][C:18]2[CH:19]=[CH:20][C:21]([C:24]3[CH:25]=[C:26]4[C:31](=[CH:32][CH:33]=3)[CH:30]=[C:29]([C:34]([OH:36])=[O:35])[CH:28]=[CH:27]4)=[CH:22][CH:23]=2)=[C:14]([CH:38]([CH3:40])[CH3:39])[O:13][N:12]=1, predict the reactants needed to synthesize it. The reactants are: [Cl:1][C:2]1[CH:7]=[CH:6][CH:5]=[C:4]([Cl:8])[C:3]=1[CH2:9][CH2:10][C:11]1[C:15]([CH2:16][O:17][C:18]2[CH:23]=[CH:22][C:21]([C:24]3[CH:25]=[C:26]4[C:31](=[CH:32][CH:33]=3)[CH:30]=[C:29]([C:34]([O:36]C)=[O:35])[CH:28]=[CH:27]4)=[CH:20][CH:19]=2)=[C:14]([CH:38]([CH3:40])[CH3:39])[O:13][N:12]=1.CO.[OH-].[Na+]. (5) Given the product [Br:5][C:6]1[CH:13]=[CH:12][C:9]([CH:10]([OH:11])[CH2:1][CH3:2])=[CH:8][CH:7]=1, predict the reactants needed to synthesize it. The reactants are: [CH2:1]([Mg]Br)[CH3:2].[Br:5][C:6]1[CH:13]=[CH:12][C:9]([CH:10]=[O:11])=[CH:8][CH:7]=1. (6) Given the product [CH2:25]1[C:26]2[C:22](=[CH:21][C:20]([C:18]3[S:16][C:14]4[C:13]([N:17]=3)=[CH:12][CH:11]=[C:10]([C:7]3([C:1]5[CH:2]=[CH:3][CH:4]=[CH:5][CH:6]=5)[CH2:8][CH2:9]3)[N:15]=4)=[CH:28][CH:27]=2)[CH2:23][NH:24]1, predict the reactants needed to synthesize it. The reactants are: [C:1]1([C:7]2([C:10]3[NH:15][C:14](=[S:16])[C:13]([NH:17][C:18]([C:20]4[CH:21]=[C:22]5[C:26](=[CH:27][CH:28]=4)[CH2:25][N:24](C(OC(C)(C)C)=O)[CH2:23]5)=O)=[CH:12][CH:11]=3)[CH2:9][CH2:8]2)[CH:6]=[CH:5][CH:4]=[CH:3][CH:2]=1.C12(CS(O)(=O)=O)C(C)(C)C(CC1)CC2=O. (7) Given the product [C:1]([O:5][C:6]([N:8]1[CH2:20][C@@H:19]([CH3:21])[N:18]2[C@H:10]([CH2:11][C:12]3[C:17]2=[N:16][C:15]([CH2:22][N:23]([C:27]([O:29][C:30]([CH3:33])([CH3:32])[CH3:31])=[O:28])[CH:24]2[CH2:26][CH2:25]2)=[C:14]([CH:42]=[O:43])[CH:13]=3)[CH2:9]1)=[O:7])([CH3:4])([CH3:3])[CH3:2], predict the reactants needed to synthesize it. The reactants are: [C:1]([O:5][C:6]([N:8]1[CH2:20][C@@H:19]([CH3:21])[N:18]2[C@H:10]([CH2:11][C:12]3[C:17]2=[N:16][C:15]([CH2:22][N:23]([C:27]([O:29][C:30]([CH3:33])([CH3:32])[CH3:31])=[O:28])[CH:24]2[CH2:26][CH2:25]2)=[C:14](Br)[CH:13]=3)[CH2:9]1)=[O:7])([CH3:4])([CH3:3])[CH3:2].C([Li])(C)(C)C.CN(C)[CH:42]=[O:43]. (8) The reactants are: [F:1][C:2]([F:20])([F:19])[C:3]([N:5]1[CH2:11][CH2:10][C:9]2[CH:12]=[C:13]([O:16]C)[CH:14]=[CH:15][C:8]=2[C@H:7]([CH3:18])[CH2:6]1)=[O:4].B(Br)(Br)Br. Given the product [F:20][C:2]([F:1])([F:19])[C:3]([N:5]1[CH2:11][CH2:10][C:9]2[CH:12]=[C:13]([OH:16])[CH:14]=[CH:15][C:8]=2[C@H:7]([CH3:18])[CH2:6]1)=[O:4], predict the reactants needed to synthesize it. (9) Given the product [OH:20][C:19](=[C:8]1[NH:2][C:3](=[O:4])[NH:5][C:6]1=[O:7])[CH2:18][CH2:17][C:16]([CH3:21])([N+:22]([O-:24])=[O:23])[CH3:15], predict the reactants needed to synthesize it. The reactants are: O.[NH:2]1[CH2:8][C:6](=[O:7])[NH:5][C:3]1=[O:4].C(=O)([O-])[O-].[Na+].[Na+].[CH3:15][C:16]([N+:22]([O-:24])=[O:23])([CH3:21])[CH2:17][CH2:18][CH:19]=[O:20]. (10) Given the product [Cl-:1].[CH:2]1([CH2:8][C:9]([C:11]2[N:12]=[C:13]([CH:16]3[CH2:17][CH2:18][NH2+:19][CH2:20][CH2:21]3)[S:14][CH:15]=2)=[O:10])[CH2:3][CH2:4][CH2:5][CH2:6][CH2:7]1, predict the reactants needed to synthesize it. The reactants are: [ClH:1].[CH:2]1([CH2:8][C:9]([C:11]2[N:12]=[C:13]([CH:16]3[CH2:21][CH2:20][N:19](C(OC(C)(C)C)=O)[CH2:18][CH2:17]3)[S:14][CH:15]=2)=[O:10])[CH2:7][CH2:6][CH2:5][CH2:4][CH2:3]1.